Dataset: Catalyst prediction with 721,799 reactions and 888 catalyst types from USPTO. Task: Predict which catalyst facilitates the given reaction. (1) Reactant: [Cl:1][C:2]1[S:6][C:5]([C:7]([NH:9][C@@H:10]([CH2:23][C:24]2[CH:29]=[CH:28][CH:27]=[C:26]([F:30])[CH:25]=2)[CH2:11][N:12]2C(=O)C3C(=CC=CC=3)C2=O)=[O:8])=[CH:4][C:3]=1[C:31]1[N:35]([CH3:36])[N:34]=[CH:33][CH:32]=1.NN. Product: [NH2:12][CH2:11][C@@H:10]([NH:9][C:7]([C:5]1[S:6][C:2]([Cl:1])=[C:3]([C:31]2[N:35]([CH3:36])[N:34]=[CH:33][CH:32]=2)[CH:4]=1)=[O:8])[CH2:23][C:24]1[CH:29]=[CH:28][CH:27]=[C:26]([F:30])[CH:25]=1. The catalyst class is: 83. (2) Reactant: [CH3:1][C:2]1[N:6]([CH2:7][C:8]2[CH:13]=[CH:12][CH:11]=[CH:10][CH:9]=2)[C:5]2[CH:14]=[C:15]([N:21]3[CH2:26][CH2:25][O:24][CH2:23][CH2:22]3)[CH:16]=[C:17]([N+:18]([O-])=O)[C:4]=2[N:3]=1. Product: [CH3:1][C:2]1[N:6]([CH2:7][C:8]2[CH:13]=[CH:12][CH:11]=[CH:10][CH:9]=2)[C:5]2[CH:14]=[C:15]([N:21]3[CH2:26][CH2:25][O:24][CH2:23][CH2:22]3)[CH:16]=[C:17]([NH2:18])[C:4]=2[N:3]=1. The catalyst class is: 50. (3) Reactant: [C:1](=[O:13])([O:11][CH3:12])[O:2][C:3]1[CH:8]=[CH:7][C:6]([F:9])=[CH:5][C:4]=1[CH3:10].[N+:14]([O-])([O-:16])=[O:15].[K+]. Product: [C:1](=[O:13])([O:11][CH3:12])[O:2][C:3]1[CH:8]=[C:7]([N+:14]([O-:16])=[O:15])[C:6]([F:9])=[CH:5][C:4]=1[CH3:10]. The catalyst class is: 65. (4) Reactant: C([O:5][C:6](=[O:94])[CH2:7][N:8]([CH2:86][C:87]([O:89]C(C)(C)C)=[O:88])[CH2:9][C:10]1[CH:15]=[C:14]([C:16]2[CH:21]=[CH:20][C:19]([O:22][CH2:23][C:24]([O:26]C(C)(C)C)=[O:25])=[CH:18][C:17]=2[O:31][CH3:32])[CH:13]=[C:12]([CH2:33][N:34]([CH2:77][CH2:78][C:79]2[CH:84]=[CH:83][C:82]([NH2:85])=[CH:81][CH:80]=2)[CH2:35][C:36]2[N:41]=[C:40]([CH2:42][N:43]([CH2:52][C:53]([O:55]C(C)(C)C)=[O:54])[CH2:44][C:45]([O:47]C(C)(C)C)=[O:46])[CH:39]=[C:38]([C:60]3[CH:65]=[CH:64][C:63]([O:66][CH2:67][C:68]([O:70]C(C)(C)C)=[O:69])=[CH:62][C:61]=3[O:75][CH3:76])[CH:37]=2)[N:11]=1)(C)(C)C. Product: [NH2:85][C:82]1[CH:81]=[CH:80][C:79]([CH2:78][CH2:77][N:34]([CH2:35][C:36]2[N:41]=[C:40]([CH2:42][N:43]([CH2:44][C:45]([OH:47])=[O:46])[CH2:52][C:53]([OH:55])=[O:54])[CH:39]=[C:38]([C:60]3[CH:65]=[CH:64][C:63]([O:66][CH2:67][C:68]([OH:70])=[O:69])=[CH:62][C:61]=3[O:75][CH3:76])[CH:37]=2)[CH2:33][C:12]2[N:11]=[C:10]([CH2:9][N:8]([CH2:7][C:6]([OH:94])=[O:5])[CH2:86][C:87]([OH:89])=[O:88])[CH:15]=[C:14]([C:16]3[CH:21]=[CH:20][C:19]([O:22][CH2:23][C:24]([OH:26])=[O:25])=[CH:18][C:17]=3[O:31][CH3:32])[CH:13]=2)=[CH:84][CH:83]=1. The catalyst class is: 55. (5) Reactant: [C:1]([O:5][C:6]([N:8]([CH3:32])[CH:9]1[CH2:14][CH2:13][CH:12]([O:15][C:16]2[C:27]3[C:26]4[C@@H:25]([CH2:28][C:29](O)=[O:30])[CH2:24][CH2:23][C:22]=4[S:21][C:20]=3[N:19]=[CH:18][N:17]=2)[CH2:11][CH2:10]1)=[O:7])([CH3:4])([CH3:3])[CH3:2].C(O)(=O)C.CN(C(ON1N=NC2C=CC=NC1=2)=[N+](C)C)C.F[P-](F)(F)(F)(F)F.CCN(C(C)C)C(C)C.Cl.[NH2:71][CH2:72][C:73]([NH:75][CH3:76])=[O:74]. Product: [CH3:32][N:8]([CH:9]1[CH2:14][CH2:13][CH:12]([O:15][C:16]2[C:27]3[C:26]4[C@@H:25]([CH2:28][C:29](=[O:30])[NH:71][CH2:72][C:73](=[O:74])[NH:75][CH3:76])[CH2:24][CH2:23][C:22]=4[S:21][C:20]=3[N:19]=[CH:18][N:17]=2)[CH2:11][CH2:10]1)[C:6](=[O:7])[O:5][C:1]([CH3:4])([CH3:2])[CH3:3]. The catalyst class is: 18. (6) Reactant: [C:1]([O:5][C:6]([NH:8][C@@H:9]([C:17]([OH:19])=O)[CH2:10][C:11]1[CH:16]=[CH:15][CH:14]=[CH:13][N:12]=1)=[O:7])([CH3:4])([CH3:3])[CH3:2].Cl.[CH3:21][O:22][C:23](=[O:29])[C@@H:24]1[CH2:28][CH2:27][CH2:26][NH:25]1.C(N(CC)CC)C.C1C=NC2N(O)N=NC=2C=1.C(Cl)CCl. Product: [CH3:21][O:22][C:23](=[O:29])[C@@H:24]1[CH2:28][CH2:27][CH2:26][N:25]1[C:17](=[O:19])[C@@H:9]([CH2:10][C:11]1[CH:16]=[CH:15][CH:14]=[CH:13][N:12]=1)[NH:8][C:6]([O:5][C:1]([CH3:2])([CH3:3])[CH3:4])=[O:7]. The catalyst class is: 31. (7) Reactant: [Zn:1].I[C:3]1[CH:4]=[N:5][O:6][C:7]=1[CH3:8].[NH2:9][C:10]1[CH:11]=[N:12][CH:13]=[CH:14][C:15]=1I. Product: [Zn:1].[CH3:8][C:7]1[O:6][N:5]=[CH:4][C:3]=1[C:15]1[CH:14]=[CH:13][N:12]=[CH:11][C:10]=1[NH2:9]. The catalyst class is: 1. (8) Reactant: [F:1][C:2]1[CH:16]=[CH:15][C:5]([CH2:6][O:7][C:8]2[CH:13]=[CH:12][NH:11][C:10](=[O:14])[CH:9]=2)=[CH:4][CH:3]=1.[Br:17]Br. Product: [Br:17][C:9]1[C:10](=[O:14])[NH:11][CH:12]=[CH:13][C:8]=1[O:7][CH2:6][C:5]1[CH:15]=[CH:16][C:2]([F:1])=[CH:3][CH:4]=1. The catalyst class is: 52. (9) Reactant: [Cl:1][C:2]1[CH:3]=[N:4][CH:5]=[C:6]([Cl:26])[C:7]=1[NH:8][C:9]1[NH:10][C:11]2[C:17]3[CH2:18][C:19]([CH3:22])([CH3:21])[O:20][C:16]=3[C:15]([C:23]([OH:25])=O)=[CH:14][C:12]=2[N:13]=1.F[B-](F)(F)F.N1(OC(N(C)C)=[N+](C)C)C2C=CC=CC=2N=N1.CN(C=O)C.[NH:54]1[CH2:59][CH2:58][O:57][CH2:56][CH2:55]1. Product: [Cl:26][C:6]1[CH:5]=[N:4][CH:3]=[C:2]([Cl:1])[C:7]=1[NH:8][C:9]1[NH:10][C:11]2[C:17]3[CH2:18][C:19]([CH3:21])([CH3:22])[O:20][C:16]=3[C:15]([C:23]([N:54]3[CH2:59][CH2:58][O:57][CH2:56][CH2:55]3)=[O:25])=[CH:14][C:12]=2[N:13]=1. The catalyst class is: 1.